From a dataset of Forward reaction prediction with 1.9M reactions from USPTO patents (1976-2016). Predict the product of the given reaction. (1) Given the reactants [NH2:1][C:2]1[CH:7]=[CH:6][CH:5]=[CH:4][C:3]=1[S:8]([NH:11][C:12]1[CH:13]=[N:14][C:15]([CH3:19])=[C:16]([CH3:18])[CH:17]=1)(=[O:10])=[O:9].[C:20](N1C=CN=C1)(N1C=CN=C1)=[O:21], predict the reaction product. The product is: [CH3:18][C:16]1[CH:17]=[C:12]([N:11]2[C:20](=[O:21])[NH:1][C:2]3[CH:7]=[CH:6][CH:5]=[CH:4][C:3]=3[S:8]2(=[O:10])=[O:9])[CH:13]=[N:14][C:15]=1[CH3:19]. (2) Given the reactants [CH2:1]([O:8][C:9]1[C:18]([OH:19])=[C:17]2[C:12]([C:13](=[O:30])[C:14]([C:23]3[CH:28]=[CH:27][C:26]([Cl:29])=[CH:25][CH:24]=3)=[C:15]([CH:20]([CH3:22])[CH3:21])[O:16]2)=[CH:11][CH:10]=1)[C:2]1[CH:7]=[CH:6][CH:5]=[CH:4][CH:3]=1.IC.[C:33]([O-])([O-])=O.[K+].[K+], predict the reaction product. The product is: [CH2:1]([O:8][C:9]1[C:18]([O:19][CH3:33])=[C:17]2[C:12]([C:13](=[O:30])[C:14]([C:23]3[CH:28]=[CH:27][C:26]([Cl:29])=[CH:25][CH:24]=3)=[C:15]([CH:20]([CH3:22])[CH3:21])[O:16]2)=[CH:11][CH:10]=1)[C:2]1[CH:7]=[CH:6][CH:5]=[CH:4][CH:3]=1. (3) Given the reactants N12CCCN=C1CCCCC2.Cl.[NH2:13][CH2:14][C:15]1[CH:23]=[CH:22][CH:21]=[C:20]2[C:16]=1[C:17](=[O:33])[N:18]([CH:25]1[CH2:30][CH2:29][C:28](=[O:31])[NH:27][C:26]1=[O:32])[C:19]2=[O:24].ON1C2C=CC=CC=2N=N1.[C:44]([NH:51][CH2:52][CH2:53][C:54](O)=[O:55])([O:46][C:47]([CH3:50])([CH3:49])[CH3:48])=[O:45].Cl.CN(C)CCCN=C=NCC, predict the reaction product. The product is: [C:47]([O:46][C:44]([NH:51][CH2:52][CH2:53][C:54]([NH:13][CH2:14][C:15]1[CH:23]=[CH:22][CH:21]=[C:20]2[C:16]=1[C:17](=[O:33])[N:18]([CH:25]1[CH2:30][CH2:29][C:28](=[O:31])[NH:27][C:26]1=[O:32])[C:19]2=[O:24])=[O:55])=[O:45])([CH3:50])([CH3:49])[CH3:48]. (4) Given the reactants C(C1C=CC(C(N[C:12]2[CH:27]=[CH:26][CH:25]=[CH:24][C:13]=2[C:14]([NH:16][C:17]2[CH:22]=[CH:21][C:20]([Cl:23])=[CH:19][N:18]=2)=[O:15])=O)=C(OC2CCNCC2)C=1)(C)(C)C.N=C=N.C(Cl)(Cl)Cl, predict the reaction product. The product is: [Cl:23][C:20]1[CH:21]=[CH:22][C:17]([NH:16][C:14](=[O:15])[C:13]2[CH:24]=[CH:25][CH:26]=[CH:27][CH:12]=2)=[N:18][CH:19]=1. (5) Given the reactants N1CCCC([CH2:7][N:8]2[C:16]3[C:11](=[CH:12][C:13]([C:17]4[CH:18]=[N:19][N:20]([CH:22]5[CH2:27][CH2:26][CH2:25][CH2:24][O:23]5)[CH:21]=4)=[CH:14][CH:15]=3)[CH:10]=[CH:9]2)C1.C([N:30]([CH2:33][CH3:34])[CH2:31][CH3:32])C.[C:35](Cl)(=[O:42])[C:36]1[CH:41]=[CH:40][CH:39]=[CH:38][CH:37]=1.CO.Cl[CH2:47]Cl, predict the reaction product. The product is: [C:36]1([C:35]([N:30]2[CH2:31][CH2:32][CH:47]([CH2:7][N:8]3[C:16]4[C:11](=[CH:12][C:13]([C:17]5[CH:18]=[N:19][N:20]([CH:22]6[CH2:27][CH2:26][CH2:25][CH2:24][O:23]6)[CH:21]=5)=[CH:14][CH:15]=4)[CH:10]=[CH:9]3)[CH2:34][CH2:33]2)=[O:42])[CH:41]=[CH:40][CH:39]=[CH:38][CH:37]=1. (6) The product is: [CH2:1]([O:8][C@@H:9]1[C@@H:17]([CH:18]([NH:20][S:21]([C:23]([CH3:24])([CH3:25])[CH3:26])=[O:22])[CH3:19])[O:16][C@H:15]2[C@H:11]([N:12]=[C:13]([N:27]([CH3:29])[CH3:28])[S:14]2)[C@H:10]1[O:30][CH2:31][C:32]1[CH:33]=[CH:34][CH:35]=[CH:36][CH:37]=1)[C:2]1[CH:7]=[CH:6][CH:5]=[CH:4][CH:3]=1. Given the reactants [CH2:1]([O:8][C@@H:9]1[C@@H:17]([C:18](=[N:20][S:21]([C:23]([CH3:26])([CH3:25])[CH3:24])=[O:22])[CH3:19])[O:16][C@H:15]2[C@H:11]([N:12]=[C:13]([N:27]([CH3:29])[CH3:28])[S:14]2)[C@H:10]1[O:30][CH2:31][C:32]1[CH:37]=[CH:36][CH:35]=[CH:34][CH:33]=1)[C:2]1[CH:7]=[CH:6][CH:5]=[CH:4][CH:3]=1.[BH4-].[Na+], predict the reaction product. (7) Given the reactants [C:1]([C:3]1[CH:4]=[N:5][N:6]2[C:11]([C:12]([F:15])([F:14])[F:13])=[CH:10][C:9]([C:16]3[CH:21]=[CH:20][C:19]([C:22]([F:25])([F:24])[F:23])=[CH:18][CH:17]=3)=[N:8][C:7]=12)#[CH:2].Br[C:27]1[CH:32]=[CH:31][C:30]([S:33]([N:36]2[CH2:41][CH2:40][O:39][CH2:38][CH2:37]2)(=[O:35])=[O:34])=[CH:29][CH:28]=1, predict the reaction product. The product is: [N:36]1([S:33]([C:30]2[CH:31]=[CH:32][C:27]([C:2]#[C:1][C:3]3[CH:4]=[N:5][N:6]4[C:11]([C:12]([F:14])([F:13])[F:15])=[CH:10][C:9]([C:16]5[CH:21]=[CH:20][C:19]([C:22]([F:25])([F:24])[F:23])=[CH:18][CH:17]=5)=[N:8][C:7]=34)=[CH:28][CH:29]=2)(=[O:34])=[O:35])[CH2:37][CH2:38][O:39][CH2:40][CH2:41]1.